Predict the reactants needed to synthesize the given product. From a dataset of Full USPTO retrosynthesis dataset with 1.9M reactions from patents (1976-2016). (1) Given the product [CH3:1][O:2][C:3](=[O:41])[CH2:4][C@H:5]1[C:9]2[CH:10]=[CH:11][C:12]([O:14][C@H:15]3[C:23]4[C:18](=[C:19]([O:25][C:26]5[CH:31]=[CH:30][C:29]([OH:32])=[C:28]([F:40])[CH:27]=5)[CH:20]=[CH:21][C:22]=4[F:24])[CH2:17][CH2:16]3)=[CH:13][C:8]=2[O:7][CH2:6]1, predict the reactants needed to synthesize it. The reactants are: [CH3:1][O:2][C:3](=[O:41])[CH2:4][C@H:5]1[C:9]2[CH:10]=[CH:11][C:12]([O:14][C@H:15]3[C:23]4[C:18](=[C:19]([O:25][C:26]5[CH:31]=[CH:30][C:29]([O:32]CC6C=CC=CC=6)=[C:28]([F:40])[CH:27]=5)[CH:20]=[CH:21][C:22]=4[F:24])[CH2:17][CH2:16]3)=[CH:13][C:8]=2[O:7][CH2:6]1. (2) Given the product [Cl:1][C:2]1[CH:3]=[CH:4][C:5]([CH2:6][N:7]2[C:12](=[N:13][C:14]3[CH:19]=[CH:18][C:17]([O:20][CH:21]([CH3:23])[CH3:22])=[C:16]([CH3:24])[CH:15]=3)[NH:11][C:10](=[O:25])[N:9]([CH2:26][C:27]([C:29]([OH:31])=[O:30])=[O:28])[C:8]2=[O:33])=[CH:34][CH:35]=1, predict the reactants needed to synthesize it. The reactants are: [Cl:1][C:2]1[CH:35]=[CH:34][C:5]([CH2:6][N:7]2[C:12](=[N:13][C:14]3[CH:19]=[CH:18][C:17]([O:20][CH:21]([CH3:23])[CH3:22])=[C:16]([CH3:24])[CH:15]=3)[NH:11][C:10](=[O:25])[N:9]([CH2:26][C:27]([C:29]([O:31]C)=[O:30])=[O:28])[C:8]2=[O:33])=[CH:4][CH:3]=1.CO.[OH-].[Li+].C(O)(=O)CC(CC(O)=O)(C(O)=O)O. (3) Given the product [Cl:1][C:2]1[CH:7]=[C:6]([N+:8]([O-:10])=[O:9])[CH:5]=[C:4]([Cl:11])[C:3]=1[C:13]1[CH:18]=[CH:17][CH:16]=[CH:15][CH:14]=1, predict the reactants needed to synthesize it. The reactants are: [Cl:1][C:2]1[CH:7]=[C:6]([N+:8]([O-:10])=[O:9])[CH:5]=[C:4]([Cl:11])[C:3]=1I.[C:13]1(B(O)O)[CH:18]=[CH:17][CH:16]=[CH:15][CH:14]=1.C(=O)([O-])[O-].[Na+].[Na+].ClCCl. (4) Given the product [F:1][C:2]1[CH:3]=[CH:4][C:5]([N:8]2[C:16]3[C:11](=[CH:12][C:13]([CH:18]=[O:19])=[C:14]([CH3:17])[CH:15]=3)[CH:10]=[N:9]2)=[CH:6][CH:7]=1, predict the reactants needed to synthesize it. The reactants are: [F:1][C:2]1[CH:7]=[CH:6][C:5]([N:8]2[C:16]3[C:11](=[CH:12][C:13]([CH2:18][OH:19])=[C:14]([CH3:17])[CH:15]=3)[CH:10]=[N:9]2)=[CH:4][CH:3]=1.CC(OI1(OC(C)=O)(OC(C)=O)OC(=O)C2C=CC=CC1=2)=O. (5) Given the product [N+:1]([C:4]1[CH:9]=[C:8]([N+:10]([O-:12])=[O:11])[CH:7]=[CH:6][C:5]=1[S:13][C:14]1[CH:19]=[CH:18][C:17]([I:24])=[CH:16][C:15]=1[NH:20][C:21](=[O:23])[CH3:22])([O-:3])=[O:2], predict the reactants needed to synthesize it. The reactants are: [N+:1]([C:4]1[CH:9]=[C:8]([N+:10]([O-:12])=[O:11])[CH:7]=[CH:6][C:5]=1[S:13][C:14]1[CH:19]=[CH:18][CH:17]=[CH:16][C:15]=1[NH:20][C:21](=[O:23])[CH3:22])([O-:3])=[O:2].[I:24]Cl. (6) Given the product [C:8]1([C:14]2[CH:19]=[C:18]([CH:20]3[CH2:21][CH2:22][N:23]([C:44]([C:45]4[CH:46]=[N:47][CH:48]=[CH:49][CH:50]=4)=[O:51])[CH2:24][CH2:25]3)[CH:17]=[CH:16][C:15]=2[NH:26][C:27]([C:29]2[NH:30][CH:31]=[C:32]([C:34]#[N:35])[N:33]=2)=[O:28])[CH2:13][CH2:12][CH2:11][CH2:10][CH:9]=1, predict the reactants needed to synthesize it. The reactants are: FC(F)(F)C(O)=O.[C:8]1([C:14]2[CH:19]=[C:18]([CH:20]3[CH2:25][CH2:24][NH:23][CH2:22][CH2:21]3)[CH:17]=[CH:16][C:15]=2[NH:26][C:27]([C:29]2[NH:30][CH:31]=[C:32]([C:34]#[N:35])[N:33]=2)=[O:28])[CH2:13][CH2:12][CH2:11][CH2:10][CH:9]=1.CCN(CC)CC.Cl.[C:44](Cl)(=[O:51])[C:45]1[CH:50]=[CH:49][CH:48]=[N:47][CH:46]=1.CO. (7) Given the product [CH2:22]([N:29]1[CH2:30][C@@H:3]([C:1]#[N:2])[C@H:4]([C:5]2[CH:14]=[CH:13][CH:12]=[CH:11][C:6]=2[C:7]([O:9][CH3:10])=[O:8])[CH2:33]1)[C:23]1[CH:24]=[CH:25][CH:26]=[CH:27][CH:28]=1, predict the reactants needed to synthesize it. The reactants are: [C:1]([CH:3]=[CH:4][C:5]1[CH:14]=[CH:13][CH:12]=[CH:11][C:6]=1[C:7]([O:9][CH3:10])=[O:8])#[N:2].FC(F)(F)C(O)=O.[CH2:22]([N:29]([CH2:33][Si](C)(C)C)[CH2:30]OC)[C:23]1[CH:28]=[CH:27][CH:26]=[CH:25][CH:24]=1. (8) Given the product [N+:30]([C:27]1[CH:28]=[CH:29][C:24]([N:1]2[C:9]3[C:4](=[CH:5][CH:6]=[CH:7][CH:8]=3)[C:3]([C:10]3[CH2:11][CH2:12][N:13]([C:16]([O:18][C:19]([CH3:22])([CH3:21])[CH3:20])=[O:17])[CH2:14][CH:15]=3)=[CH:2]2)=[CH:25][CH:26]=1)([O-:32])=[O:31], predict the reactants needed to synthesize it. The reactants are: [NH:1]1[C:9]2[C:4](=[CH:5][CH:6]=[CH:7][CH:8]=2)[C:3]([C:10]2[CH2:11][CH2:12][N:13]([C:16]([O:18][C:19]([CH3:22])([CH3:21])[CH3:20])=[O:17])[CH2:14][CH:15]=2)=[CH:2]1.F[C:24]1[CH:29]=[CH:28][C:27]([N+:30]([O-:32])=[O:31])=[CH:26][CH:25]=1.C([O-])([O-])=O.[Cs+].[Cs+].O. (9) Given the product [NH2:1][C:2]1[CH:9]=[CH:8][C:5]([C:6]([NH2:7])=[O:15])=[C:4]([O:10][C:11]([F:12])([F:13])[F:14])[CH:3]=1, predict the reactants needed to synthesize it. The reactants are: [NH2:1][C:2]1[CH:9]=[CH:8][C:5]([C:6]#[N:7])=[C:4]([O:10][C:11]([F:14])([F:13])[F:12])[CH:3]=1.[OH-:15].[Na+].